Dataset: Full USPTO retrosynthesis dataset with 1.9M reactions from patents (1976-2016). Task: Predict the reactants needed to synthesize the given product. (1) Given the product [CH3:3][O:9][C:10]1[C:18]2[C:13](=[CH:14][CH:15]=[C:16]([N+:19]([O-:21])=[O:20])[CH:17]=2)[N:12]([C:22]([O:24][CH2:25][CH3:26])=[O:23])[N:11]=1, predict the reactants needed to synthesize it. The reactants are: IC.[C:3](=O)([O-])[O-].[Cs+].[Cs+].[OH:9][C:10]1[C:18]2[C:13](=[CH:14][CH:15]=[C:16]([N+:19]([O-:21])=[O:20])[CH:17]=2)[N:12]([C:22]([O:24][CH2:25][CH3:26])=[O:23])[N:11]=1. (2) Given the product [F:37][C:36]([F:39])([F:38])[C:33]1[CH:34]=[CH:35][C:30]([O:29][C:26]2[CH:27]=[CH:28][C:23]([O:22][C:20]([N:16]3[CH2:15][CH2:14][CH:13]([N:5]([CH2:4][CH:1]4[CH2:2][CH2:3]4)[CH2:6][C:7]4[CH:8]=[N:43][CH:40]=[CH:11][CH:12]=4)[CH2:18][CH2:17]3)=[O:21])=[CH:24][CH:25]=2)=[N:31][CH:32]=1, predict the reactants needed to synthesize it. The reactants are: [CH:1]1([CH2:4][N:5]([CH:13]2[CH2:18][CH2:17][NH:16][CH2:15][CH2:14]2)[CH2:6][C:7]2[CH:12]=[CH:11]N=C[CH:8]=2)[CH2:3][CH2:2]1.Cl[C:20]([O:22][C:23]1[CH:28]=[CH:27][C:26]([O:29][C:30]2[CH:35]=[CH:34][C:33]([C:36]([F:39])([F:38])[F:37])=[CH:32][N:31]=2)=[CH:25][CH:24]=1)=[O:21].[CH:40]([NH:43]C(C)C)(C)C.